This data is from NCI-60 drug combinations with 297,098 pairs across 59 cell lines. The task is: Regression. Given two drug SMILES strings and cell line genomic features, predict the synergy score measuring deviation from expected non-interaction effect. (1) Drug 1: C1=CC(=CC=C1CCC2=CNC3=C2C(=O)NC(=N3)N)C(=O)NC(CCC(=O)O)C(=O)O. Drug 2: CC(C1=C(C=CC(=C1Cl)F)Cl)OC2=C(N=CC(=C2)C3=CN(N=C3)C4CCNCC4)N. Cell line: MDA-MB-435. Synergy scores: CSS=12.1, Synergy_ZIP=-5.57, Synergy_Bliss=-3.22, Synergy_Loewe=-12.9, Synergy_HSA=-4.84. (2) Drug 1: CC1=C(C(=CC=C1)Cl)NC(=O)C2=CN=C(S2)NC3=CC(=NC(=N3)C)N4CCN(CC4)CCO. Drug 2: B(C(CC(C)C)NC(=O)C(CC1=CC=CC=C1)NC(=O)C2=NC=CN=C2)(O)O. Cell line: CAKI-1. Synergy scores: CSS=11.7, Synergy_ZIP=-1.23, Synergy_Bliss=-1.78, Synergy_Loewe=-15.7, Synergy_HSA=-5.75. (3) Drug 1: CC1=C(C=C(C=C1)NC2=NC=CC(=N2)N(C)C3=CC4=NN(C(=C4C=C3)C)C)S(=O)(=O)N.Cl. Drug 2: CC1C(C(=O)NC(C(=O)N2CCCC2C(=O)N(CC(=O)N(C(C(=O)O1)C(C)C)C)C)C(C)C)NC(=O)C3=C4C(=C(C=C3)C)OC5=C(C(=O)C(=C(C5=N4)C(=O)NC6C(OC(=O)C(N(C(=O)CN(C(=O)C7CCCN7C(=O)C(NC6=O)C(C)C)C)C)C(C)C)C)N)C. Cell line: SF-539. Synergy scores: CSS=28.7, Synergy_ZIP=2.97, Synergy_Bliss=5.16, Synergy_Loewe=6.23, Synergy_HSA=6.28. (4) Drug 1: C1CCC(C1)C(CC#N)N2C=C(C=N2)C3=C4C=CNC4=NC=N3. Drug 2: C1=CC(=CC=C1CC(C(=O)O)N)N(CCCl)CCCl.Cl. Cell line: OVCAR-8. Synergy scores: CSS=20.0, Synergy_ZIP=-3.29, Synergy_Bliss=2.24, Synergy_Loewe=-1.07, Synergy_HSA=-0.739. (5) Drug 1: C1=CC(=CC=C1C#N)C(C2=CC=C(C=C2)C#N)N3C=NC=N3. Drug 2: C1CN(P(=O)(OC1)NCCCl)CCCl. Cell line: PC-3. Synergy scores: CSS=-6.50, Synergy_ZIP=5.45, Synergy_Bliss=3.37, Synergy_Loewe=-2.09, Synergy_HSA=-3.95. (6) Drug 1: CCN(CC)CCNC(=O)C1=C(NC(=C1C)C=C2C3=C(C=CC(=C3)F)NC2=O)C. Drug 2: CN(CC1=CN=C2C(=N1)C(=NC(=N2)N)N)C3=CC=C(C=C3)C(=O)NC(CCC(=O)O)C(=O)O. Cell line: SK-OV-3. Synergy scores: CSS=18.9, Synergy_ZIP=1.46, Synergy_Bliss=2.59, Synergy_Loewe=-31.4, Synergy_HSA=-4.15. (7) Drug 1: CC(C)NC(=O)C1=CC=C(C=C1)CNNC.Cl. Drug 2: C1C(C(OC1N2C=NC(=NC2=O)N)CO)O. Cell line: T-47D. Synergy scores: CSS=7.73, Synergy_ZIP=-8.33, Synergy_Bliss=-6.88, Synergy_Loewe=-4.61, Synergy_HSA=-4.61.